Task: Predict the reactants needed to synthesize the given product.. Dataset: Full USPTO retrosynthesis dataset with 1.9M reactions from patents (1976-2016) (1) The reactants are: [ClH:1].[C:2]([C:5]1[CH:10]=[CH:9][C:8]([CH2:11][CH2:12][C:13]2[N:36]([CH3:37])[C:16]3=[N:17][CH:18]=[C:19]([C:21]([N:23]4[C:31]5[C:26](=[CH:27][CH:28]=[CH:29][CH:30]=5)[CH2:25][CH:24]4[C:32]([O:34]C)=[O:33])=[O:22])[CH:20]=[C:15]3[N:14]=2)=[CH:7][CH:6]=1)(=[NH:4])[NH2:3].[OH-].[Na+].C(OCC)(=O)C.C(O)C.N. Given the product [ClH:1].[C:2]([C:5]1[CH:6]=[CH:7][C:8]([CH2:11][CH2:12][C:13]2[N:36]([CH3:37])[C:16]3=[N:17][CH:18]=[C:19]([C:21]([N:23]4[C:31]5[C:26](=[CH:27][CH:28]=[CH:29][CH:30]=5)[CH2:25][CH:24]4[C:32]([OH:34])=[O:33])=[O:22])[CH:20]=[C:15]3[N:14]=2)=[CH:9][CH:10]=1)(=[NH:3])[NH2:4], predict the reactants needed to synthesize it. (2) Given the product [CH2:5]([O:4][CH2:1][CH2:2][CH2:3][Si:14]([O:18][CH2:19][CH3:20])([O:15][CH2:16][CH3:17])[O:13][CH2:11][CH3:12])[CH:6]1[O:7][CH2:8][CH2:9][CH2:10]1, predict the reactants needed to synthesize it. The reactants are: [CH2:1]([O:4][CH2:5][CH:6]1[CH2:10][CH2:9][CH2:8][O:7]1)[CH:2]=[CH2:3].[CH2:11]([O:13][SiH:14]([O:18][CH2:19][CH3:20])[O:15][CH2:16][CH3:17])[CH3:12]. (3) Given the product [NH2:16][C:14]1[CH:13]=[N:12][N:11]([CH2:10][C:9]([CH3:19])([OH:20])[CH3:8])[CH:15]=1, predict the reactants needed to synthesize it. The reactants are: Cl.O1CCOCC1.[CH3:8][C:9]([OH:20])([CH3:19])[CH2:10][N:11]1[CH:15]=[C:14]([N+:16]([O-])=O)[CH:13]=[N:12]1. (4) Given the product [CH3:1][P:2]([C:8]1[CH:13]=[CH:12][C:11]([N+:14]([O-:16])=[O:15])=[CH:10][C:9]=1[CH3:17])(=[O:6])[O:3][CH2:4][CH3:5], predict the reactants needed to synthesize it. The reactants are: [CH3:1][PH:2](=[O:6])[O:3][CH2:4][CH3:5].I[C:8]1[CH:13]=[CH:12][C:11]([N+:14]([O-:16])=[O:15])=[CH:10][C:9]=1[CH3:17].CCN(C(C)C)C(C)C.